The task is: Regression. Given a peptide amino acid sequence and an MHC pseudo amino acid sequence, predict their binding affinity value. This is MHC class II binding data.. This data is from Peptide-MHC class II binding affinity with 134,281 pairs from IEDB. The peptide sequence is VLAPTRVVLSEMKEA. The MHC is HLA-DQA10303-DQB10402 with pseudo-sequence HLA-DQA10303-DQB10402. The binding affinity (normalized) is 0.289.